From a dataset of Full USPTO retrosynthesis dataset with 1.9M reactions from patents (1976-2016). Predict the reactants needed to synthesize the given product. Given the product [I:1][C:2]1[CH:3]=[C:4]([C:8]2([NH2:18])[CH2:16][CH2:15][C:14]3[C:10](=[CH:11][N:12]([CH3:17])[N:13]=3)[CH2:9]2)[CH:5]=[CH:6][CH:7]=1, predict the reactants needed to synthesize it. The reactants are: [I:1][C:2]1[CH:3]=[C:4]([C:8]2([NH:18]C(=O)OC(C)(C)C)[CH2:16][CH2:15][C:14]3[C:10](=[CH:11][N:12]([CH3:17])[N:13]=3)[CH2:9]2)[CH:5]=[CH:6][CH:7]=1.Cl.